This data is from Full USPTO retrosynthesis dataset with 1.9M reactions from patents (1976-2016). The task is: Predict the reactants needed to synthesize the given product. (1) Given the product [Cl:1][C:2]1[CH:7]=[C:6]([CH2:8][O:27][CH:24]2[CH2:23][CH2:22][N:21]([C:19]([O:18][C:14]([CH3:17])([CH3:16])[CH3:15])=[O:20])[CH2:26][CH2:25]2)[CH:5]=[CH:4][N:3]=1, predict the reactants needed to synthesize it. The reactants are: [Cl:1][C:2]1[CH:7]=[C:6]([CH2:8]CS([O-])(=O)=O)[CH:5]=[CH:4][N:3]=1.[C:14]([O:18][C:19]([N:21]1[CH2:26][CH2:25][CH:24]([OH:27])[CH2:23][CH2:22]1)=[O:20])([CH3:17])([CH3:16])[CH3:15]. (2) Given the product [F:1][C:2]1[CH:3]=[CH:4][C:5]([CH:8]2[O:53][C:51](=[O:36])[NH:48][CH:9]2[CH2:13][C:14]2[CH:19]=[CH:18][CH:17]=[C:16]([O:20][CH2:21][C:22]([F:26])([F:27])[CH:23]([F:24])[F:25])[CH:15]=2)=[CH:6][CH:7]=1, predict the reactants needed to synthesize it. The reactants are: [F:1][C:2]1[CH:7]=[CH:6][C:5]([CH:8](O)[CH:9]([CH2:13][C:14]2[CH:19]=[CH:18][CH:17]=[C:16]([O:20][CH2:21][C:22]([F:27])([F:26])[CH:23]([F:25])[F:24])[CH:15]=2)C(O)=O)=[CH:4][CH:3]=1.C1(P(N=[N+]=[N-])(C2C=CC=CC=2)=[O:36])C=CC=CC=1.C([N:48]([CH2:51]C)CC)C.[OH2:53]. (3) Given the product [NH2:1][C:2]1[N:7]=[C:6]([N:8]2[CH2:9][CH2:10][C:11]3([CH2:15][NH:14][C@H:13]([C:16]([OH:18])=[O:17])[CH2:12]3)[CH2:21][CH2:22]2)[CH:5]=[C:4]([O:23][C@H:24]([C:29]2[CH:30]=[C:31]3[C:36](=[CH:37][CH:38]=2)[N:35]=[CH:34][NH:33][CH2:32]3)[C:25]([F:28])([F:27])[F:26])[N:3]=1, predict the reactants needed to synthesize it. The reactants are: [NH2:1][C:2]1[N:7]=[C:6]([N:8]2[CH2:22][CH2:21][C:11]3([CH2:15][NH:14][C@H:13]([C:16]([O:18]CC)=[O:17])[CH2:12]3)[CH2:10][CH2:9]2)[CH:5]=[C:4]([O:23][C@H:24]([C:29]2[CH:30]=[C:31]3[C:36](=[CH:37][CH:38]=2)[N:35]=[CH:34][NH:33][CH2:32]3)[C:25]([F:28])([F:27])[F:26])[N:3]=1.[Li+].[OH-]. (4) Given the product [Cl:23][C:24]1[CH:32]=[CH:31][C:30]([CH2:33][NH:34][C:35](=[O:40])[C:36]([CH3:38])([CH3:37])[CH3:39])=[CH:29][C:25]=1[C:26]([NH:20][C:15]1[CH:16]=[CH:17][CH:18]=[C:19]2[C:14]=1[N:13]=[CH:12][N:11]=[C:10]2[NH:9][C:5]1[CH:6]=[CH:7][CH:8]=[C:3]([C:2]([F:1])([F:21])[F:22])[CH:4]=1)=[O:27], predict the reactants needed to synthesize it. The reactants are: [F:1][C:2]([F:22])([F:21])[C:3]1[CH:4]=[C:5]([NH:9][C:10]2[C:19]3[C:14](=[C:15]([NH2:20])[CH:16]=[CH:17][CH:18]=3)[N:13]=[CH:12][N:11]=2)[CH:6]=[CH:7][CH:8]=1.[Cl:23][C:24]1[CH:32]=[CH:31][C:30]([CH2:33][NH:34][C:35](=[O:40])[C:36]([CH3:39])([CH3:38])[CH3:37])=[CH:29][C:25]=1[C:26](O)=[O:27].C(Cl)(=O)C(Cl)=O.CCN(C(C)C)C(C)C. (5) Given the product [Br:28][CH2:20][C:17]1[CH:18]=[CH:19][C:14]([CH2:13][CH2:12][N:9]2[CH:10]=[CH:11][C:6]([O:5][CH2:4][C:3]3[CH:23]=[CH:24][CH:25]=[CH:26][C:2]=3[F:1])=[CH:7][C:8]2=[O:22])=[CH:15][CH:16]=1, predict the reactants needed to synthesize it. The reactants are: [F:1][C:2]1[CH:26]=[CH:25][CH:24]=[CH:23][C:3]=1[CH2:4][O:5][C:6]1[CH:11]=[CH:10][N:9]([CH2:12][CH2:13][C:14]2[CH:19]=[CH:18][C:17]([CH2:20]O)=[CH:16][CH:15]=2)[C:8](=[O:22])[CH:7]=1.P(Br)(Br)[Br:28].